Regression. Given a peptide amino acid sequence and an MHC pseudo amino acid sequence, predict their binding affinity value. This is MHC class I binding data. From a dataset of Peptide-MHC class I binding affinity with 185,985 pairs from IEDB/IMGT. The peptide sequence is LMAEDLANV. The MHC is HLA-A69:01 with pseudo-sequence HLA-A69:01. The binding affinity (normalized) is 0.739.